Dataset: Peptide-MHC class II binding affinity with 134,281 pairs from IEDB. Task: Regression. Given a peptide amino acid sequence and an MHC pseudo amino acid sequence, predict their binding affinity value. This is MHC class II binding data. (1) The peptide sequence is AGFFLLTRILTIPQS. The MHC is DRB1_0801 with pseudo-sequence DRB1_0801. The binding affinity (normalized) is 0.686. (2) The peptide sequence is ISASSAAQRRGRIGR. The MHC is DRB1_0301 with pseudo-sequence DRB1_0301. The binding affinity (normalized) is 0.640. (3) The peptide sequence is QMLLIVLKIHLLNSN. The MHC is DRB1_0101 with pseudo-sequence DRB1_0101. The binding affinity (normalized) is 0.340.